From a dataset of Forward reaction prediction with 1.9M reactions from USPTO patents (1976-2016). Predict the product of the given reaction. (1) Given the reactants [OH-].[Na+].C[O:4][C:5](=[O:34])[CH2:6][CH2:7][C:8]1[CH:13]=[CH:12][C:11]([O:14][CH2:15][CH2:16][C@@H:17]([O:19][C:20]2[CH:25]=[CH:24][C:23]([CH2:26][CH3:27])=[CH:22][C:21]=2[C:28]2[O:29][CH:30]=[CH:31][N:32]=2)[CH3:18])=[CH:10][C:9]=1[CH3:33].Cl, predict the reaction product. The product is: [CH2:26]([C:23]1[CH:24]=[CH:25][C:20]([O:19][C@@H:17]([CH3:18])[CH2:16][CH2:15][O:14][C:11]2[CH:12]=[CH:13][C:8]([CH2:7][CH2:6][C:5]([OH:34])=[O:4])=[C:9]([CH3:33])[CH:10]=2)=[C:21]([C:28]2[O:29][CH:30]=[CH:31][N:32]=2)[CH:22]=1)[CH3:27]. (2) Given the reactants [Cl:1][C:2]1[CH:7]=[CH:6][C:5]([C:8]2[S:9][C:10]([CH2:23][CH3:24])=[C:11]([CH:13]3[C:19](=[O:20])[CH:18]4[CH2:21][CH:15]([CH2:16][CH2:17]4)[C:14]3=[O:22])[N:12]=2)=[CH:4][CH:3]=1.C(N(CC)CC)C.[C:32](Cl)(=[O:37])[C:33]([CH3:36])([CH3:35])[CH3:34], predict the reaction product. The product is: [Cl:1][C:2]1[CH:7]=[CH:6][C:5]([C:8]2[S:9][C:10]([CH2:23][CH3:24])=[C:11]([C:13]3[C:14](=[O:22])[CH:15]4[CH2:21][CH:18]([CH2:17][CH2:16]4)[C:19]=3[O:20][C:32](=[O:37])[C:33]([CH3:36])([CH3:35])[CH3:34])[N:12]=2)=[CH:4][CH:3]=1. (3) Given the reactants [Cl:1][C:2]1[C:3]([NH:21][C:22](=[O:30])[CH2:23][CH:24]2[CH2:29][CH2:28][CH2:27][CH2:26][CH2:25]2)=[C:4]2[C:9](=[CH:10][CH:11]=1)[N:8]=[C:7]([N:12]1[CH2:16][CH2:15][C@H:14]([NH:17][CH2:18][CH2:19][OH:20])[CH2:13]1)[CH:6]=[CH:5]2.[C:31]([O:35][C:36](=O)[O:37]C(C)(C)C)([CH3:34])([CH3:33])[CH3:32], predict the reaction product. The product is: [CH3:32][C:31]([O:35][C:36](=[O:37])[N:17]([CH:14]1[CH2:15][CH2:16][N:12]([C:7]2[CH:6]=[CH:5][C:4]3[C:9](=[CH:10][CH:11]=[C:2]([Cl:1])[C:3]=3[NH:21][C:22](=[O:30])[CH2:23][CH:24]3[CH2:29][CH2:28][CH2:27][CH2:26][CH2:25]3)[N:8]=2)[CH2:13]1)[CH2:18][CH2:19][OH:20])([CH3:34])[CH3:33].